The task is: Predict the reaction yield, written as a fraction of the theoretical maximum amount of product (1.0 means a 100% yield; for example, 0.34 means a 34% yield).. This data is from Reaction yield outcomes from USPTO patents with 853,638 reactions. (1) The reactants are [F:1][C:2]1[CH:7]=[CH:6][C:5]([C:8]2[N:12]=[N:11][N:10]([CH3:13])[C:9]=2[CH2:14][OH:15])=[CH:4][CH:3]=1.[H-].[Na+].Cl[C:19]1[CH:28]=[CH:27][C:22]([C:23]([O:25][CH3:26])=[O:24])=[CH:21][N:20]=1.O. The catalyst is C1COCC1. The product is [CH3:26][O:25][C:23](=[O:24])[C:22]1[CH:27]=[CH:28][C:19]([O:15][CH2:14][C:9]2[N:10]([CH3:13])[N:11]=[N:12][C:8]=2[C:5]2[CH:4]=[CH:3][C:2]([F:1])=[CH:7][CH:6]=2)=[N:20][CH:21]=1. The yield is 0.720. (2) The reactants are C1(P(C2C=CC=CC=2)C2C3OC4C(=CC=CC=4P(C4C=CC=CC=4)C4C=CC=CC=4)C(C)(C)C=3C=CC=2)C=CC=CC=1.C(=O)([O-])[O-].[K+].[K+].[CH3:49][NH:50][C:51]([NH2:53])=[O:52].Cl[C:55]1[CH:60]=[C:59]([C:61]([F:64])([F:63])[F:62])[CH:58]=[CH:57][N:56]=1. The catalyst is O1CCOCC1.CCOC(C)=O.O.C1C=CC(/C=C/C(/C=C/C2C=CC=CC=2)=O)=CC=1.C1C=CC(/C=C/C(/C=C/C2C=CC=CC=2)=O)=CC=1.C1C=CC(/C=C/C(/C=C/C2C=CC=CC=2)=O)=CC=1.[Pd].[Pd]. The product is [CH3:49][NH:50][C:51]([NH:53][C:55]1[CH:60]=[C:59]([C:61]([F:64])([F:63])[F:62])[CH:58]=[CH:57][N:56]=1)=[O:52]. The yield is 0.550. (3) The reactants are [H-].[Al+3].[Li+].[H-].[H-].[H-].[C:7]1(=O)[C:13]2[CH:14]=[CH:15][CH:16]=[CH:17][C:12]=2[CH2:11][CH2:10][CH2:9][NH:8]1.[OH-].[K+]. The catalyst is C1COCC1. The product is [CH2:7]1[C:13]2[CH:14]=[CH:15][CH:16]=[CH:17][C:12]=2[CH2:11][CH2:10][CH2:9][NH:8]1. The yield is 0.330.